Dataset: Forward reaction prediction with 1.9M reactions from USPTO patents (1976-2016). Task: Predict the product of the given reaction. (1) Given the reactants [CH:1]([O:4][C:5]1[N:10]=[C:9]([C:11]2[CH:12]=[C:13]3[C:17](=[CH:18][CH:19]=2)[NH:16][CH:15]=[CH:14]3)[CH:8]=[N:7][CH:6]=1)([CH3:3])[CH3:2].[OH-].[K+].[I:22]I, predict the reaction product. The product is: [I:22][C:14]1[C:13]2[C:17](=[CH:18][CH:19]=[C:11]([C:9]3[CH:8]=[N:7][CH:6]=[C:5]([O:4][CH:1]([CH3:3])[CH3:2])[N:10]=3)[CH:12]=2)[NH:16][CH:15]=1. (2) Given the reactants [C:1]([CH:4]([CH:6]([C:8]([O-:10])=O)[OH:7])O)([O-])=O.[Na+].[K+].[C:13]([O:16][CH2:17][CH3:18])(=O)C, predict the reaction product. The product is: [OH:10][CH2:8][C@H:6]1[CH2:4][CH2:1][C:6]2[C:8](=[C:17]([O:16][CH3:13])[CH:18]=[CH:1][CH:4]=2)[O:7]1. (3) Given the reactants [C:1]([C:3]1[CH:4]=[C:5]([OH:9])[CH:6]=[CH:7][CH:8]=1)#[N:2].N1C=CN=C1.[CH3:15][C:16]([Si:19](Cl)([CH3:21])[CH3:20])([CH3:18])[CH3:17], predict the reaction product. The product is: [CH3:15][C:16]([Si:19]([CH3:21])([CH3:20])[O:9][C:5]1[CH:4]=[C:3]([CH:8]=[CH:7][CH:6]=1)[C:1]#[N:2])([CH3:18])[CH3:17]. (4) Given the reactants [CH3:1][S:2]([C:5]1[CH:10]=[CH:9][C:8]([C:11](=[O:13])[CH3:12])=[CH:7][CH:6]=1)(=[O:4])=[O:3].[Br:14]Br.O, predict the reaction product. The product is: [Br:14][CH2:12][C:11]([C:8]1[CH:9]=[CH:10][C:5]([S:2]([CH3:1])(=[O:3])=[O:4])=[CH:6][CH:7]=1)=[O:13].